Dataset: Full USPTO retrosynthesis dataset with 1.9M reactions from patents (1976-2016). Task: Predict the reactants needed to synthesize the given product. (1) Given the product [Br:1][C:2]1[CH:7]=[CH:6][C:5]([N:8]2[C:12]([C:13]3[CH:21]=[C:20]4[C:16]([C:17]([CH2:22][CH3:23])=[N:18][N:19]4[CH:27]([CH3:29])[CH3:28])=[CH:15][CH:14]=3)=[CH:11][CH:10]=[N:9]2)=[CH:4][CH:3]=1, predict the reactants needed to synthesize it. The reactants are: [Br:1][C:2]1[CH:7]=[CH:6][C:5]([N:8]2[C:12]([C:13]3[CH:21]=[C:20]4[C:16]([C:17]([CH2:22][CH3:23])=[N:18][NH:19]4)=[CH:15][CH:14]=3)=[CH:11][CH:10]=[N:9]2)=[CH:4][CH:3]=1.[H-].[Na+].Br[CH:27]([CH3:29])[CH3:28].[Cl-].[NH4+]. (2) Given the product [N:27]1([CH2:26][CH2:25][CH2:24][NH:23][C:7]2[CH:8]=[C:9]3[C:4](=[CH:5][CH:6]=2)[N:3]=[C:2]([NH:18][CH2:17][C:16]2[CH:19]=[CH:20][CH:21]=[CH:22][C:15]=2[O:14][CH3:13])[CH:11]=[CH:10]3)[CH:31]=[CH:30][N:29]=[CH:28]1, predict the reactants needed to synthesize it. The reactants are: Cl[C:2]1[CH:11]=[CH:10][C:9]2[C:4](=[CH:5][CH:6]=[C:7](Cl)[CH:8]=2)[N:3]=1.[CH3:13][O:14][C:15]1[CH:22]=[CH:21][CH:20]=[CH:19][C:16]=1[CH2:17][NH2:18].[NH2:23][CH2:24][CH2:25][CH2:26][N:27]1[CH:31]=[CH:30][N:29]=[CH:28]1. (3) Given the product [CH2:5]([Si:10]([C:17]1[CH:18]=[CH:19][CH:20]=[CH:21][CH:22]=1)([C:11]1[CH:16]=[CH:15][CH:14]=[CH:13][CH:12]=1)[F:9])[CH2:6][CH:7]=[CH2:8], predict the reactants needed to synthesize it. The reactants are: [Mg].II.Br[CH2:5][CH2:6][CH:7]=[CH2:8].[F:9][Si:10](F)([C:17]1[CH:22]=[CH:21][CH:20]=[CH:19][CH:18]=1)[C:11]1[CH:16]=[CH:15][CH:14]=[CH:13][CH:12]=1. (4) Given the product [Cl:17][C:18]1[CH:19]=[C:20]([NH:2][C:1]2[N:10]=[CH:9][N:8]=[C:7]3[NH:6][N:5]=[C:4]([O:13][CH2:14][CH2:15][OH:16])[C:3]=23)[CH:22]=[CH:23][C:24]=1[O:25][CH2:26][C:27]1[CH:32]=[CH:31][CH:30]=[C:29]([F:33])[CH:28]=1, predict the reactants needed to synthesize it. The reactants are: [C:1]([C:3]1[C:4]([O:13][CH2:14][CH2:15][OH:16])=[N:5][NH:6][C:7]=1[N:8]=[CH:9][N:10](C)C)#[N:2].[Cl:17][C:18]1[CH:19]=[C:20]([CH:22]=[CH:23][C:24]=1[O:25][CH2:26][C:27]1[CH:32]=[CH:31][CH:30]=[C:29]([F:33])[CH:28]=1)N. (5) Given the product [S:8]1[C:4]2[CH:3]=[C:2]([O:1][CH:12]([CH2:22][O:23][CH3:24])[C:13]([NH:15][C:16]([CH3:21])([CH3:20])[C:17]#[C:18][CH3:19])=[O:14])[CH:10]=[CH:9][C:5]=2[N:6]=[CH:7]1, predict the reactants needed to synthesize it. The reactants are: [OH:1][C:2]1[CH:10]=[CH:9][C:5]2[N:6]=[CH:7][S:8][C:4]=2[CH:3]=1.Br[CH:12]([CH2:22][O:23][CH3:24])[C:13]([NH:15][C:16]([CH3:21])([CH3:20])[C:17]#[C:18][CH3:19])=[O:14].C(=O)([O-])[O-].[K+].[K+].Cl. (6) Given the product [O:1]1[CH2:5][CH2:4][CH:3]([O:6][S:14]([CH3:17])(=[O:16])=[O:15])[CH2:2]1, predict the reactants needed to synthesize it. The reactants are: [O:1]1[CH2:5][CH2:4][CH:3]([OH:6])[CH2:2]1.C(N(CC)CC)C.[S:14](Cl)([CH3:17])(=[O:16])=[O:15].O. (7) Given the product [NH2:19][C:18]1[C:4]2[C:5](=[O:21])[N:6]([C:8]3[C:13]([F:14])=[CH:12][CH:11]=[CH:10][C:9]=3[C:15]#[N:16])[CH:7]=[C:2]([Br:1])[C:3]=2[NH:23][N:22]=1, predict the reactants needed to synthesize it. The reactants are: [Br:1][C:2]1[C:3](Cl)=[C:4]([C:18]#[N:19])[C:5](=O)[N:6]([C:8]2[C:13]([F:14])=[CH:12][CH:11]=[CH:10][C:9]=2[C:15]#[N:16])[CH:7]=1.[OH2:21].[NH2:22][NH2:23].O1CCCC1. (8) Given the product [CH2:1]([O:8][N:9]1[C:15](=[O:16])[N:14]2[CH2:17][C@H:10]1[CH2:11][CH2:12][C@H:13]2[C:18]1[S:23][C:22]([N:24]2[CH2:29][CH2:28][N:27]([C:30]([O:32][C:33]([CH3:36])([CH3:35])[CH3:34])=[O:31])[CH2:26][CH2:25]2)=[N:21][N:20]=1)[C:2]1[CH:7]=[CH:6][CH:5]=[CH:4][CH:3]=1, predict the reactants needed to synthesize it. The reactants are: [CH2:1]([O:8][N:9]1[C:15](=[O:16])[N:14]2[CH2:17][C@H:10]1[CH2:11][CH2:12][C@H:13]2[C:18]([NH:20][NH:21][C:22]([N:24]1[CH2:29][CH2:28][N:27]([C:30]([O:32][C:33]([CH3:36])([CH3:35])[CH3:34])=[O:31])[CH2:26][CH2:25]1)=[S:23])=O)[C:2]1[CH:7]=[CH:6][CH:5]=[CH:4][CH:3]=1.COC1C=CC(P2(SP(C3C=CC(OC)=CC=3)(=S)S2)=S)=CC=1. (9) Given the product [Cl:33][C:21]1[CH:20]=[CH:19][C:18]([C:17]2[C:12]([C@@H:2]([NH:1][C:48](=[O:49])[CH2:47][N:45]3[C:44]4[C:51]([F:55])([F:56])[C@@H:52]5[CH2:54][C@@H:53]5[C:43]=4[C:42]([CH:41]([F:57])[F:40])=[N:46]3)[CH2:3][C:4]3[CH:5]=[C:6]([F:11])[CH:7]=[C:8]([F:10])[CH:9]=3)=[N:13][CH:14]=[C:15]([C:34]3[CH:35]=[CH:36][CH:37]=[CH:38][CH:39]=3)[CH:16]=2)=[C:26]2[C:22]=1[C:23]([NH:28][S:29]([CH3:32])(=[O:31])=[O:30])=[N:24][N:25]2[CH3:27], predict the reactants needed to synthesize it. The reactants are: [NH2:1][C@H:2]([C:12]1[C:17]([C:18]2[CH:19]=[CH:20][C:21]([Cl:33])=[C:22]3[C:26]=2[N:25]([CH3:27])[N:24]=[C:23]3[NH:28][S:29]([CH3:32])(=[O:31])=[O:30])=[CH:16][C:15]([C:34]2[CH:39]=[CH:38][CH:37]=[CH:36][CH:35]=2)=[CH:14][N:13]=1)[CH2:3][C:4]1[CH:9]=[C:8]([F:10])[CH:7]=[C:6]([F:11])[CH:5]=1.[F:40][CH:41]([F:57])[C:42]1[C:43]2[C@H:53]3[CH2:54][C@H:52]3[C:51]([F:56])([F:55])[C:44]=2[N:45]([CH2:47][C:48](O)=[O:49])[N:46]=1.CN(C(ON1N=NC2C=CC=NC1=2)=[N+](C)C)C.F[P-](F)(F)(F)(F)F.